Dataset: Catalyst prediction with 721,799 reactions and 888 catalyst types from USPTO. Task: Predict which catalyst facilitates the given reaction. (1) Reactant: [OH:1][C:2]1[CH:3]=[C:4]([CH2:8][NH:9][C:10]([C:12]2[CH:13]=[C:14]3[C:19](=[CH:20][CH:21]=2)[N:18]=[CH:17][CH:16]=[CH:15]3)=[O:11])[CH:5]=[CH:6][CH:7]=1.C(=O)([O-])[O-].[K+].[K+].C(#N)C.[C:31]1(C)[CH:36]=CC(S(O)(=O)=O)=[CH:33][CH:32]=1.CCC#C. Product: [CH2:33]([O:1][C:2]1[CH:3]=[C:4]([CH2:8][NH:9][C:10]([C:12]2[CH:13]=[C:14]3[C:19](=[CH:20][CH:21]=2)[N:18]=[CH:17][CH:16]=[CH:15]3)=[O:11])[CH:5]=[CH:6][CH:7]=1)[CH2:32][C:31]#[CH:36]. The catalyst class is: 6. (2) Reactant: [CH:1]1[CH:2]=[CH:3][C:4]([NH:7][C:8]([CH2:10][CH2:11][CH2:12][CH2:13][CH2:14][CH2:15][C:16]([NH:18][OH:19])=[O:17])=[O:9])=[CH:5][CH:6]=1. Product: [OH:19][NH:18][C:16](=[O:17])[CH2:15][CH2:14][CH2:13][CH2:12][CH2:11][CH2:10][C:8]([NH:7][C:4]1[CH:3]=[CH:2][CH:1]=[CH:6][CH:5]=1)=[O:9].[CH:1]1[CH:6]=[CH:5][C:4]([NH:7][C:8]([CH2:10][CH2:11][CH2:12][CH2:13][CH2:14][CH2:15][C:16]([NH:18][OH:19])=[O:17])=[O:9])=[CH:3][CH:2]=1. The catalyst class is: 40. (3) Reactant: O1CCCC1.[F:6][C:7]([F:31])([F:30])[C:8]1[CH:13]=[C:12]([C:14]([F:17])([F:16])[F:15])[CH:11]=[CH:10][C:9]=1[NH:18][C:19](=[O:29])[C:20]1[CH:25]=[CH:24][CH:23]=[C:22]([N:26]=[C:27]=[O:28])[CH:21]=1.[F:32][C:33]([F:40])([C:36]([F:39])([F:38])[F:37])[CH2:34][OH:35].C(N(CC)CC)C. Product: [F:6][C:7]([F:30])([F:31])[C:8]1[CH:13]=[C:12]([C:14]([F:15])([F:16])[F:17])[CH:11]=[CH:10][C:9]=1[NH:18][C:19](=[O:29])[C:20]1[CH:25]=[CH:24][CH:23]=[C:22]([NH:26][C:27]([O:35][CH2:34][C:33]([F:40])([F:32])[C:36]([F:39])([F:38])[F:37])=[O:28])[CH:21]=1. The catalyst class is: 13. (4) Reactant: Cl[CH2:2][CH2:3][NH:4][C:5]([NH:7][C@@H:8]([CH3:12])[CH2:9][O:10][CH3:11])=[O:6].[H-].[Na+].CCOC(C)=O. Product: [CH3:11][O:10][CH2:9][C@H:8]([N:7]1[CH2:2][CH2:3][NH:4][C:5]1=[O:6])[CH3:12]. The catalyst class is: 1. (5) Reactant: [Cl:1][C:2]1[CH:3]=[C:4]([CH2:10][N:11]2[CH2:16][CH2:15][CH:14](/[CH:17]=[CH:18]/[C:19]3[CH:24]=[CH:23][CH:22]=[CH:21][C:20]=3[F:25])[CH2:13][CH2:12]2)[C:5]([O:8]C)=[N:6][CH:7]=1.Cl.CO.C(=O)([O-])[O-].[Na+].[Na+]. Product: [Cl:1][C:2]1[CH:3]=[C:4]([CH2:10][N:11]2[CH2:12][CH2:13][CH:14](/[CH:17]=[CH:18]/[C:19]3[CH:24]=[CH:23][CH:22]=[CH:21][C:20]=3[F:25])[CH2:15][CH2:16]2)[C:5](=[O:8])[NH:6][CH:7]=1. The catalyst class is: 8. (6) Reactant: [NH2:1][C:2]1[N:7]=[C:6]([N:8]2[CH2:34][CH2:33][C:11]3([CH2:15][N:14](C(OCC4C=CC=CC=4)=O)[C@H:13]([C:26]([O:28][C:29]([CH3:32])([CH3:31])[CH3:30])=[O:27])[CH2:12]3)[CH2:10][CH2:9]2)[CH:5]=[C:4]([O:35][C@H:36]([C:41]2[CH:46]=[CH:45][C:44]([Cl:47])=[CH:43][C:42]=2[N:48]2[CH:52]=[CH:51][C:50]([CH3:53])=[N:49]2)[C:37]([F:40])([F:39])[F:38])[N:3]=1. The catalyst class is: 99. Product: [NH2:1][C:2]1[N:7]=[C:6]([N:8]2[CH2:34][CH2:33][C:11]3([CH2:15][NH:14][C@H:13]([C:26]([O:28][C:29]([CH3:30])([CH3:31])[CH3:32])=[O:27])[CH2:12]3)[CH2:10][CH2:9]2)[CH:5]=[C:4]([O:35][C@H:36]([C:41]2[CH:46]=[CH:45][C:44]([Cl:47])=[CH:43][C:42]=2[N:48]2[CH:52]=[CH:51][C:50]([CH3:53])=[N:49]2)[C:37]([F:38])([F:40])[F:39])[N:3]=1.